This data is from Reaction yield outcomes from USPTO patents with 853,638 reactions. The task is: Predict the reaction yield, written as a fraction of the theoretical maximum amount of product (1.0 means a 100% yield; for example, 0.34 means a 34% yield). (1) The reactants are [CH:1]([C:3]1[CH:8]=[CH:7][C:6]([CH:9]2[CH2:13][CH2:12][CH2:11][N:10]2[C:14]([O:16][CH2:17][C:18]2[CH:23]=[CH:22][CH:21]=[CH:20][CH:19]=2)=[O:15])=[CH:5][CH:4]=1)=O.[NH2:24][C:25]1[CH:33]=[CH:32][CH:31]=[C:30]2[C:26]=1[CH2:27][O:28][C:29]2=[O:34].[O-]S([O-])(=O)=O.[Mg+2]. The catalyst is CC#N. The product is [O:34]=[C:29]1[C:30]2[C:26](=[C:25](/[N:24]=[CH:1]/[C:3]3[CH:4]=[CH:5][C:6]([CH:9]4[CH2:13][CH2:12][CH2:11][N:10]4[C:14]([O:16][CH2:17][C:18]4[CH:23]=[CH:22][CH:21]=[CH:20][CH:19]=4)=[O:15])=[CH:7][CH:8]=3)[CH:33]=[CH:32][CH:31]=2)[CH2:27][O:28]1. The yield is 0.300. (2) The reactants are O[Li].O.SCC(O)=O.[CH2:9]([O:16][N:17]([C@H:30]1[CH2:35][N:34]([C:36]([O:38][C:39]([CH3:42])([CH3:41])[CH3:40])=[O:37])[C@H:33]([C:43]([O:45][CH2:46][CH3:47])=[O:44])[CH2:32][CH2:31]1)S(C1C=CC=CC=1[N+]([O-])=O)(=O)=O)[C:10]1[CH:15]=[CH:14][CH:13]=[CH:12][CH:11]=1. The catalyst is CN(C=O)C.O. The product is [CH2:9]([O:16][NH:17][C@H:30]1[CH2:35][N:34]([C:36]([O:38][C:39]([CH3:41])([CH3:42])[CH3:40])=[O:37])[C@H:33]([C:43]([O:45][CH2:46][CH3:47])=[O:44])[CH2:32][CH2:31]1)[C:10]1[CH:15]=[CH:14][CH:13]=[CH:12][CH:11]=1. The yield is 0.850. (3) The reactants are [CH2:1]([O:3][C:4]([C:6]1[NH:7][C:8]([CH3:18])=[C:9]([CH2:12][CH2:13][C:14]([O:16][CH3:17])=[O:15])[C:10]=1[CH3:11])=[O:5])[CH3:2].O.[N+]([O-])([O-])=[O:21].[NH4+].C(=O)(O)[O-].[Na+]. The catalyst is C(O)(=O)C.O1CCCC1. The product is [CH2:1]([O:3][C:4]([C:6]1[NH:7][C:8]([CH:18]=[O:21])=[C:9]([CH2:12][CH2:13][C:14]([O:16][CH3:17])=[O:15])[C:10]=1[CH3:11])=[O:5])[CH3:2]. The yield is 0.600. (4) The reactants are [CH2:1]([NH:8][C:9](=[O:31])[N:10]([C:12]1[CH:13]=[C:14]([C:18]2[CH:23]=[CH:22][C:21]([CH2:24][CH2:25][C:26]([O:28][CH3:29])=[O:27])=[CH:20][C:19]=2[OH:30])[CH:15]=[CH:16][CH:17]=1)[CH3:11])[CH2:2][CH2:3][CH2:4][CH2:5][CH2:6][CH3:7].[Cl:32][CH2:33][CH2:34][CH2:35]I.C(=O)([O-])[O-].[K+].[K+]. The catalyst is C(C(C)=O)C. The product is [Cl:32][CH2:33][CH2:34][CH2:35][O:30][C:19]1[CH:20]=[C:21]([CH2:24][CH2:25][C:26]([O:28][CH3:29])=[O:27])[CH:22]=[CH:23][C:18]=1[C:14]1[CH:15]=[CH:16][CH:17]=[C:12]([N:10]([CH3:11])[C:9]([NH:8][CH2:1][CH2:2][CH2:3][CH2:4][CH2:5][CH2:6][CH3:7])=[O:31])[CH:13]=1. The yield is 1.00. (5) The reactants are [F:1][C:2]1[CH:10]=[C:9]2[C:5]([C:6]([C:11]3[CH:12]=[CH:13][C:14]([NH2:17])=[N:15][CH:16]=3)=[CH:7][NH:8]2)=[CH:4][CH:3]=1.[CH3:18][S:19]([NH:22][CH2:23][CH2:24][C:25](O)=[O:26])(=[O:21])=[O:20]. No catalyst specified. The product is [F:1][C:2]1[CH:10]=[C:9]2[C:5]([C:6]([C:11]3[CH:12]=[CH:13][C:14]([NH:17][C:25](=[O:26])[CH2:24][CH2:23][NH:22][S:19]([CH3:18])(=[O:21])=[O:20])=[N:15][CH:16]=3)=[CH:7][NH:8]2)=[CH:4][CH:3]=1. The yield is 0.110.